From a dataset of Reaction yield outcomes from USPTO patents with 853,638 reactions. Predict the reaction yield, written as a fraction of the theoretical maximum amount of product (1.0 means a 100% yield; for example, 0.34 means a 34% yield). (1) The catalyst is CN(C=O)C. The product is [C:24]([C:23]1[S:17][C:16]([NH:15][C:11]2[CH:10]=[C:9]([S:6]([NH2:5])(=[O:7])=[O:8])[CH:14]=[CH:13][CH:12]=2)=[N:18][CH:19]=1)(=[O:25])[C:26]1[CH:31]=[CH:30][CH:29]=[CH:28][CH:27]=1. The reactants are CN(C=[N:5][S:6]([C:9]1[CH:14]=[CH:13][CH:12]=[C:11]([NH:15][C:16]([N:18]=[CH:19]N(C)C)=[S:17])[CH:10]=1)(=[O:8])=[O:7])C.[CH2:23](Br)[C:24]([C:26]1[CH:31]=[CH:30][CH:29]=[CH:28][CH:27]=1)=[O:25].Cl.C(N(CC)C(C)C)(C)C. The yield is 0.130. (2) The reactants are N(C(OC(C)C)=O)=NC(O[CH:6](C)[CH3:7])=O.[O:15]=[C:16]1[C:24]2[C:19](=[CH:20][CH:21]=[CH:22][CH:23]=2)[C:18](=[O:25])[N:17]1[NH:26][C:27](=[O:33])[O:28][C:29]([CH3:32])([CH3:31])[CH3:30].C1(P(C2C=CC=CC=2)C2C=CC=CC=2)C=CC=CC=1.C(O)C. The catalyst is C1COCC1. The product is [O:25]=[C:18]1[C:19]2[C:24](=[CH:23][CH:22]=[CH:21][CH:20]=2)[C:16](=[O:15])[N:17]1[N:26]([CH2:6][CH3:7])[C:27](=[O:33])[O:28][C:29]([CH3:30])([CH3:32])[CH3:31]. The yield is 0.900. (3) The reactants are Br[C:2](Br)=[CH:3][C:4]1[CH:12]=[CH:11][C:7]2[O:8][CH2:9][O:10][C:6]=2[CH:5]=1.C([Li])CCC. The catalyst is C1COCC1. The product is [C:3]([C:4]1[CH:12]=[CH:11][C:7]2[O:8][CH2:9][O:10][C:6]=2[CH:5]=1)#[CH:2]. The yield is 0.950. (4) The reactants are [N+:1]([C:4]1[CH:5]=[CH:6][C:7]([C:13]([O:15][CH3:16])=[O:14])=[C:8]2[C:12]=1[O:11][CH:10]=[CH:9]2)([O-])=O. The catalyst is CO.[Pd]. The product is [NH2:1][C:4]1[CH:5]=[CH:6][C:7]([C:13]([O:15][CH3:16])=[O:14])=[C:8]2[C:12]=1[O:11][CH2:10][CH2:9]2. The yield is 0.620. (5) The reactants are [CH:1]1[C:6]([OH:7])=[CH:5][CH:4]=[C:3]([Br:8])[CH:2]=1.[CH:9]([Si:12](Cl)([CH:16]([CH3:18])[CH3:17])[CH:13]([CH3:15])[CH3:14])([CH3:11])[CH3:10].N1C=CN=C1. The catalyst is C(Cl)Cl.CCOCC. The product is [Br:8][C:3]1[CH:4]=[CH:5][C:6]([O:7][Si:12]([CH:16]([CH3:18])[CH3:17])([CH:13]([CH3:15])[CH3:14])[CH:9]([CH3:11])[CH3:10])=[CH:1][CH:2]=1. The yield is 0.820. (6) The reactants are COC[O:4][C:5]1[CH:6]=[C:7]([CH:14]=[CH:15][C:16]=1[O:17]COC)[CH:8]=[C:9]([C:12]#[N:13])[C:10]#[N:11].Cl. No catalyst specified. The product is [OH:4][C:5]1[CH:6]=[C:7]([CH:14]=[CH:15][C:16]=1[OH:17])[CH:8]=[C:9]([C:10]#[N:11])[C:12]#[N:13]. The yield is 0.850. (7) The reactants are [Cl:1][CH2:2][CH:3]1[C:11]2[C:10]3[CH:12]=[CH:13][C:14]([S:16]([NH2:19])(=[O:18])=[O:17])=[CH:15][C:9]=3[C:8]([N+:20]([O-:22])=[O:21])=[CH:7][C:6]=2[NH:5][CH2:4]1.[OH:23][CH2:24][CH2:25][O:26][C:27]1[CH:28]=[C:29]2[C:33](=[CH:34][CH:35]=1)[NH:32][C:31]([C:36](O)=[O:37])=[CH:30]2. No catalyst specified. The product is [Cl:1][CH2:2][CH:3]1[C:11]2[C:10]3[CH:12]=[CH:13][C:14]([S:16]([NH2:19])(=[O:18])=[O:17])=[CH:15][C:9]=3[C:8]([N+:20]([O-:22])=[O:21])=[CH:7][C:6]=2[N:5]([C:36]([C:31]2[NH:32][C:33]3[C:29]([CH:30]=2)=[CH:28][C:27]([O:26][CH2:25][CH2:24][OH:23])=[CH:35][CH:34]=3)=[O:37])[CH2:4]1. The yield is 0.880. (8) No catalyst specified. The product is [Cl:1][C:2]1[CH:7]=[C:6]([Cl:8])[CH:5]=[CH:4][C:3]=1[C:9]1[N:10]=[C:11](/[CH:16]=[CH:17]/[C:18]2[CH:19]=[CH:20][C:21]([O:24][C:26]3[CH:36]=[CH:35][C:29]([C:30]([OH:32])=[O:31])=[CH:28][CH:27]=3)=[CH:22][CH:23]=2)[N:12]([CH2:14][CH3:15])[CH:13]=1. The yield is 0.0140. The reactants are [Cl:1][C:2]1[CH:7]=[C:6]([Cl:8])[CH:5]=[CH:4][C:3]=1[C:9]1[N:10]=[C:11](/[CH:16]=[CH:17]/[C:18]2[CH:23]=[CH:22][C:21]([OH:24])=[CH:20][CH:19]=2)[N:12]([CH2:14][CH3:15])[CH:13]=1.I[C:26]1[CH:36]=[CH:35][C:29]([C:30]([O:32]CC)=[O:31])=[CH:28][CH:27]=1. (9) The reactants are CN(C(ON1N=NC2C=CC=NC1=2)=[N+](C)C)C.F[P-](F)(F)(F)(F)F.[C:25]([OH:28])(=O)[CH3:26].C(N(CC)C(C)C)(C)C.[NH2:38][CH2:39][C:40]1[CH:41]=[C:42]([CH2:46][N:47]2[C:55]3[C:50](=[C:51]([F:56])[CH:52]=[CH:53][CH:54]=3)[C:49]([NH:57][S:58]([C:61]3[S:62][C:63]([Cl:66])=[CH:64][CH:65]=3)(=[O:60])=[O:59])=[N:48]2)[CH:43]=[CH:44][CH:45]=1. The catalyst is CN(C)C=O.CO.CS(C)=O. The product is [Cl:66][C:63]1[S:62][C:61]([S:58]([NH:57][C:49]2[C:50]3[C:55](=[CH:54][CH:53]=[CH:52][C:51]=3[F:56])[N:47]([CH2:46][C:42]3[CH:41]=[C:40]([CH2:39][NH:38][C:25](=[O:28])[CH3:26])[CH:45]=[CH:44][CH:43]=3)[N:48]=2)(=[O:60])=[O:59])=[CH:65][CH:64]=1. The yield is 0.0600. (10) The reactants are [H-].[Na+].[CH3:3][C:4]1([OH:9])[CH2:8][CH2:7][O:6][CH2:5]1.[C:10](=O)([O:18]C1C=CC=CN=1)[O:11][C:12]1[CH:17]=[CH:16][CH:15]=[CH:14][N:13]=1. The catalyst is C1COCC1.CCOC(C)=O. The product is [C:10](=[O:18])([O:11][C:12]1[CH:17]=[CH:16][CH:15]=[CH:14][N:13]=1)[O:9][C:4]1([CH3:3])[CH2:8][CH2:7][O:6][CH2:5]1. The yield is 0.388.